This data is from Reaction yield outcomes from USPTO patents with 853,638 reactions. The task is: Predict the reaction yield, written as a fraction of the theoretical maximum amount of product (1.0 means a 100% yield; for example, 0.34 means a 34% yield). (1) The reactants are [OH:1][CH2:2][C:3]1([NH:7][CH:8]=[C:9]([C:15](=[O:26])[C:16]2[CH:21]=[C:20]([F:22])[C:19]([F:23])=[C:18](F)[C:17]=2F)[C:10]([O:12][CH2:13][CH3:14])=[O:11])[CH2:6][CH2:5][CH2:4]1.[H-].[Na+]. The catalyst is CN(C=O)C. The product is [F:22][C:20]1[C:19]([F:23])=[C:18]2[O:1][CH2:2][C:3]3([CH2:6][CH2:5][CH2:4]3)[N:7]3[CH:8]=[C:9]([C:10]([O:12][CH2:13][CH3:14])=[O:11])[C:15](=[O:26])[C:16]([CH:21]=1)=[C:17]23. The yield is 0.440. (2) The reactants are Br[C:2]1[CH:3]=[N:4][C:5]([CH2:8][O:9][CH3:10])=[N:6][CH:7]=1.[F:11][C:12]1[CH:17]=[C:16]([C:18]([O:20][CH3:21])=[O:19])[C:15]([F:22])=[CH:14][C:13]=1[NH:23][S:24]([C:27]1[CH:32]=[CH:31][C:30](B(O)O)=[CH:29][CH:28]=1)(=[O:26])=[O:25].C(=O)([O-])[O-].[Na+].[Na+]. The catalyst is O1CCOCC1.O.C1C=CC(P(C2C=CC=CC=2)[C-]2C=CC=C2)=CC=1.C1C=CC(P(C2C=CC=CC=2)[C-]2C=CC=C2)=CC=1.Cl[Pd]Cl.[Fe+2]. The product is [F:22][C:15]1[CH:14]=[C:13]([NH:23][S:24]([C:27]2[CH:28]=[CH:29][C:30]([C:2]3[CH:3]=[N:4][C:5]([CH2:8][O:9][CH3:10])=[N:6][CH:7]=3)=[CH:31][CH:32]=2)(=[O:25])=[O:26])[C:12]([F:11])=[CH:17][C:16]=1[C:18]([O:20][CH3:21])=[O:19]. The yield is 0.580. (3) The reactants are Cl[C:2]1[N:7]=[CH:6][N:5]=[C:4]([NH2:8])[C:3]=1[C:9]1[N:13]=[C:12]([CH2:14][O:15][CH3:16])[N:11]([CH3:17])[N:10]=1.[NH2:18][C@H:19]([C:22]1[N:23]([CH:34]2[CH2:36][CH2:35]2)[C:24](=[O:33])[C:25]2[C:30]([CH:31]=1)=[CH:29][CH:28]=[CH:27][C:26]=2[Cl:32])[CH2:20][CH3:21].CCN(C(C)C)C(C)C.C(Cl)Cl.CO. The catalyst is CCCCO. The product is [NH2:8][C:4]1[N:5]=[CH:6][N:7]=[C:2]([NH:18][C@H:19]([C:22]2[N:23]([CH:34]3[CH2:36][CH2:35]3)[C:24](=[O:33])[C:25]3[C:30]([CH:31]=2)=[CH:29][CH:28]=[CH:27][C:26]=3[Cl:32])[CH2:20][CH3:21])[C:3]=1[C:9]1[N:13]=[C:12]([CH2:14][O:15][CH3:16])[N:11]([CH3:17])[N:10]=1. The yield is 0.391. (4) The reactants are [H-].[Na+].Cl.Cl.[CH3:5][N:6]1[CH:11]2[CH2:12][CH2:13][CH:7]1[CH2:8][CH:9]([NH2:14])[CH2:10]2.[CH:15]([C:17]1[C:25]2[C:24]([C:26]([O:28][CH3:29])=[O:27])=[CH:23][CH:22]=[CH:21][C:20]=2[N:19]([CH3:30])[N:18]=1)=O.C(O[BH-](OC(=O)C)OC(=O)C)(=O)C.[Na+]. The catalyst is C(O)(=O)C.ClCCl. The product is [CH3:30][N:19]1[C:20]2[CH:21]=[CH:22][CH:23]=[C:24]([C:26]([O:28][CH3:29])=[O:27])[C:25]=2[C:17]([CH2:15][NH:14][CH:9]2[CH2:8][CH:7]3[N:6]([CH3:5])[CH:11]([CH2:12][CH2:13]3)[CH2:10]2)=[N:18]1. The yield is 1.00. (5) The reactants are C(N(CC)C(C)C)(C)C.[CH:10]1([N:13]2[CH:17]=[C:16]([C:18]3[CH:27]=[C:26]4[C:21]([NH:22][C@@H:23]([CH3:36])[CH2:24][N:25]4[C:28]([O:30][CH:31]4[CH2:35][CH2:34][CH2:33][CH2:32]4)=[O:29])=[CH:20][CH:19]=3)[CH:15]=[N:14]2)[CH2:12][CH2:11]1.[CH:37]1([C:40](Cl)=[O:41])[CH2:39][CH2:38]1. The catalyst is ClCCCl. The product is [CH:37]1([C:40]([N:22]2[C:21]3[C:26](=[CH:27][C:18]([C:16]4[CH:15]=[N:14][N:13]([CH:10]5[CH2:12][CH2:11]5)[CH:17]=4)=[CH:19][CH:20]=3)[N:25]([C:28]([O:30][CH:31]3[CH2:32][CH2:33][CH2:34][CH2:35]3)=[O:29])[CH2:24][C@@H:23]2[CH3:36])=[O:41])[CH2:39][CH2:38]1. The yield is 0.760. (6) The reactants are [CH:1]([O:4][C:5](=[O:21])[NH:6][C@@H:7]1[CH2:20][C:10]2[NH:11][C:12]3[CH:13]=[CH:14][C:15]([C:18]#[N:19])=[CH:16][C:17]=3[C:9]=2[CH2:8]1)([CH3:3])[CH3:2].Cl[CH2:23][C:24]1[CH:29]=[CH:28][CH:27]=[C:26]([F:30])[C:25]=1[O:31][CH3:32].C(=O)([O-])[O-].[Cs+].[Cs+]. The catalyst is CN(C)C=O.O. The product is [CH:1]([O:4][C:5](=[O:21])[NH:6][C@@H:7]1[CH2:20][C:10]2[N:11]([CH2:23][C:24]3[CH:29]=[CH:28][CH:27]=[C:26]([F:30])[C:25]=3[O:31][CH3:32])[C:12]3[CH:13]=[CH:14][C:15]([C:18]#[N:19])=[CH:16][C:17]=3[C:9]=2[CH2:8]1)([CH3:3])[CH3:2]. The yield is 0.980.